From a dataset of Catalyst prediction with 721,799 reactions and 888 catalyst types from USPTO. Predict which catalyst facilitates the given reaction. (1) Reactant: C1C=CC(P(C2C=CC=CC=2)C2C=CC=CC=2)=CC=1.N(C(OC(C)C)=O)=NC(OC(C)C)=O.[Br:34][C:35]1[CH:36]=[C:37]([OH:41])[CH:38]=[N:39][CH:40]=1.[C:42]([O:46][C:47]([N:49]1[CH2:54][CH2:53][CH2:52][C@H:51](O)[CH2:50]1)=[O:48])([CH3:45])([CH3:44])[CH3:43]. Product: [C:42]([O:46][C:47]([N:49]1[CH2:54][CH2:53][CH2:52][C@@H:51]([O:41][C:37]2[CH:38]=[N:39][CH:40]=[C:35]([Br:34])[CH:36]=2)[CH2:50]1)=[O:48])([CH3:45])([CH3:43])[CH3:44]. The catalyst class is: 1. (2) Reactant: [Cl:1][C:2]1[CH:3]=[C:4](B(O)O)[CH:5]=[CH:6][C:7]=1[Cl:8].Br[C:13]1[CH:18]=[CH:17][C:16]([C:19](=[O:26])[CH2:20][CH2:21][C:22]([O:24][CH3:25])=[O:23])=[CH:15][CH:14]=1.C(=O)([O-])[O-].[Na+].[Na+]. Product: [Cl:1][C:2]1[CH:3]=[C:4]([C:13]2[CH:14]=[CH:15][C:16]([C:19](=[O:26])[CH2:20][CH2:21][C:22]([O:24][CH3:25])=[O:23])=[CH:17][CH:18]=2)[CH:5]=[CH:6][C:7]=1[Cl:8]. The catalyst class is: 109. (3) Reactant: [C:1]1([NH2:11])[C:10]2[C:5](=[CH:6][CH:7]=[CH:8][CH:9]=2)[CH:4]=[CH:3][N:2]=1.N1C=CC=CC=1.Cl[C:19]([O:21][C:22]1[CH:27]=[CH:26][CH:25]=[CH:24][CH:23]=1)=[O:20]. Product: [C:1]1([NH:11][C:19](=[O:20])[O:21][C:22]2[CH:27]=[CH:26][CH:25]=[CH:24][CH:23]=2)[C:10]2[C:5](=[CH:6][CH:7]=[CH:8][CH:9]=2)[CH:4]=[CH:3][N:2]=1. The catalyst class is: 47. (4) Reactant: [Br:1][C:2]1[CH:10]=[CH:9][CH:8]=[C:7]2[C:3]=1[C:4]([CH:15]=[O:16])=[C:5]([C:11]([O:13][CH3:14])=[O:12])[NH:6]2.Br[CH2:18][CH2:19][CH2:20][O:21][C:22]1[C:31]2[C:26](=[CH:27][CH:28]=[CH:29][CH:30]=2)[CH:25]=[CH:24][CH:23]=1.C([O-])([O-])=O.[Cs+].[Cs+]. Product: [Br:1][C:2]1[CH:10]=[CH:9][CH:8]=[C:7]2[C:3]=1[C:4]([CH:15]=[O:16])=[C:5]([C:11]([O:13][CH3:14])=[O:12])[N:6]2[CH2:18][CH2:19][CH2:20][O:21][C:22]1[C:31]2[C:26](=[CH:27][CH:28]=[CH:29][CH:30]=2)[CH:25]=[CH:24][CH:23]=1. The catalyst class is: 288. (5) The catalyst class is: 2. Product: [F:1][C:2]([F:7])([F:6])[C:3]([OH:5])=[O:4].[F:26][C:24]1[CH:23]=[CH:22][C:21]([N+:27]([O-:29])=[O:28])=[C:20]([CH:25]=1)[O:19][C@H:17]1[CH2:16][C@H:15]([NH2:14])[CH2:18]1. Reactant: [F:1][C:2]([F:7])([F:6])[C:3]([OH:5])=[O:4].C(OC(=O)[NH:14][C@H:15]1[CH2:18][C@H:17]([O:19][C:20]2[CH:25]=[C:24]([F:26])[CH:23]=[CH:22][C:21]=2[N+:27]([O-:29])=[O:28])[CH2:16]1)(C)(C)C.